Dataset: Forward reaction prediction with 1.9M reactions from USPTO patents (1976-2016). Task: Predict the product of the given reaction. (1) Given the reactants [C:1]([O:5][C:6](=[O:25])[N:7]([CH2:9][C:10]1[CH:14]=[C:13](Br)[N:12]([S:16]([C:19]2[CH:20]=[N:21][CH:22]=[CH:23][CH:24]=2)(=[O:18])=[O:17])[CH:11]=1)[CH3:8])([CH3:4])([CH3:3])[CH3:2].[C:26]([C:28]1[CH:33]=[CH:32][C:31](B(O)O)=[CH:30][CH:29]=1)#[N:27].C(=O)([O-])[O-].[Na+].[Na+], predict the reaction product. The product is: [C:1]([O:5][C:6](=[O:25])[N:7]([CH2:9][C:10]1[CH:14]=[C:13]([C:31]2[CH:32]=[CH:33][C:28]([C:26]#[N:27])=[CH:29][CH:30]=2)[N:12]([S:16]([C:19]2[CH:20]=[N:21][CH:22]=[CH:23][CH:24]=2)(=[O:18])=[O:17])[CH:11]=1)[CH3:8])([CH3:4])([CH3:3])[CH3:2]. (2) Given the reactants C1C=C[NH+]=CC=1.[O-][Cr](Cl)(=O)=O.[I:12][C:13]1[CH:14]=[C:15]2[C:20](=[CH:21][CH:22]=1)[O:19][CH2:18][CH:17]=[C:16]2[OH:23], predict the reaction product. The product is: [I:12][C:13]1[CH:14]=[C:15]2[C:20](=[CH:21][CH:22]=1)[O:19][CH2:18][CH2:17][C:16]2=[O:23]. (3) Given the reactants [F:1][C:2]([F:30])([F:29])[C@@H:3]([NH:20][C@H:21]([C:26](O)=[O:27])[CH2:22][CH:23]([CH3:25])[CH3:24])[C:4]1[CH:9]=[CH:8][C:7]([C:10]2[CH:15]=[CH:14][C:13]([S:16]([CH3:19])(=[O:18])=[O:17])=[CH:12][CH:11]=2)=[CH:6][CH:5]=1.[NH2:31][CH:32]1[CH2:38][CH2:37][CH2:36][N:35]([C:39]([O:41][CH2:42][C:43]2[CH:48]=[CH:47][CH:46]=[CH:45][CH:44]=2)=[O:40])[CH2:34][CH:33]1[OH:49].CCN(CC)CC.C([O-])(O)=O.[Na+].[OH-].[Na+], predict the reaction product. The product is: [OH:49][CH:33]1[CH:32]([NH:31][C:26](=[O:27])[C@H:21]([CH2:22][CH:23]([CH3:24])[CH3:25])[NH:20][C@@H:3]([C:4]2[CH:5]=[CH:6][C:7]([C:10]3[CH:15]=[CH:14][C:13]([S:16]([CH3:19])(=[O:17])=[O:18])=[CH:12][CH:11]=3)=[CH:8][CH:9]=2)[C:2]([F:29])([F:30])[F:1])[CH2:38][CH2:37][CH2:36][N:35]([C:39]([O:41][CH2:42][C:43]2[CH:48]=[CH:47][CH:46]=[CH:45][CH:44]=2)=[O:40])[CH2:34]1. (4) Given the reactants [OH:1][CH:2]1[CH2:7][CH2:6][N:5]([C:8]([O:10][C:11]([CH3:14])([CH3:13])[CH3:12])=[O:9])[C:4](=[O:15])[CH2:3]1.C(N(CC)CC)C.[CH3:23][S:24](Cl)(=[O:26])=[O:25], predict the reaction product. The product is: [CH3:23][S:24]([O:1][CH:2]1[CH2:7][CH2:6][N:5]([C:8]([O:10][C:11]([CH3:12])([CH3:14])[CH3:13])=[O:9])[C:4](=[O:15])[CH2:3]1)(=[O:26])=[O:25]. (5) Given the reactants [CH2:1]([O:3][C:4]([C:6]1[CH:14]=[C:13]2[C:9]([C:10]([C:24](O)=[O:25])=[C:11]([CH:21]([CH3:23])[CH3:22])[N:12]2[CH2:15][C:16]2[O:17][CH:18]=[CH:19][N:20]=2)=[CH:8][CH:7]=1)=[O:5])[CH3:2].C(Cl)CCl.[F:31][C:32]1[CH:33]=[C:34]([CH:37]=[CH:38][C:39]=1[F:40])[CH2:35][NH2:36], predict the reaction product. The product is: [CH2:1]([O:3][C:4]([C:6]1[CH:14]=[C:13]2[C:9]([C:10]([C:24](=[O:25])[NH:36][CH2:35][C:34]3[CH:37]=[CH:38][C:39]([F:40])=[C:32]([F:31])[CH:33]=3)=[C:11]([CH:21]([CH3:23])[CH3:22])[N:12]2[CH2:15][C:16]2[O:17][CH:18]=[CH:19][N:20]=2)=[CH:8][CH:7]=1)=[O:5])[CH3:2]. (6) Given the reactants [CH3:1][S:2]([NH:5][CH:6]1[CH2:11][CH2:10][N:9](C(OCCCC)=O)[CH2:8][CH2:7]1)(=[O:4])=[O:3].[ClH:19], predict the reaction product. The product is: [ClH:19].[NH:9]1[CH2:8][CH2:7][CH:6]([NH:5][S:2]([CH3:1])(=[O:3])=[O:4])[CH2:11][CH2:10]1. (7) Given the reactants [NH2:1][C:2]1[CH:7]=[CH:6][C:5]([CH2:8][C:9]([OH:11])=[O:10])=[CH:4][CH:3]=1.CO.Cl[CH2:15]Cl.C[Si](C=[N+]=[N-])(C)C, predict the reaction product. The product is: [NH2:1][C:2]1[CH:3]=[CH:4][C:5]([CH2:8][C:9]([O:11][CH3:15])=[O:10])=[CH:6][CH:7]=1. (8) Given the reactants [CH3:1][N:2]([CH3:18])[C:3]1([C:16]#N)[CH2:8][CH2:7][N:6]([CH2:9][C:10]2[CH:15]=[CH:14][CH:13]=[CH:12][CH:11]=2)[CH2:5][CH2:4]1.C([Mg]Cl)[C:20]1[CH:25]=[CH:24][CH:23]=[CH:22][CH:21]=1.Cl, predict the reaction product. The product is: [CH3:18][N:2]([CH3:1])[C:3]1([CH2:16][C:20]2[CH:25]=[CH:24][CH:23]=[CH:22][CH:21]=2)[CH2:4][CH2:5][N:6]([CH2:9][C:10]2[CH:11]=[CH:12][CH:13]=[CH:14][CH:15]=2)[CH2:7][CH2:8]1.